This data is from Reaction yield outcomes from USPTO patents with 853,638 reactions. The task is: Predict the reaction yield, written as a fraction of the theoretical maximum amount of product (1.0 means a 100% yield; for example, 0.34 means a 34% yield). The reactants are [O:1]1[CH:5]=[CH:4][CH:3]=[C:2]1[C:6](=O)[CH2:7][C:8]1[CH:13]=[CH:12][CH:11]=[CH:10][CH:9]=1.[CH2:15]([O:17][C:18]1[CH:19]=[C:20]([CH:23]=[C:24]([N+:27]([O-:29])=[O:28])[C:25]=1[OH:26])[CH:21]=O)[CH3:16].[NH2:30][C:31]([NH2:33])=[O:32].Cl. The catalyst is CCO.CCOC(C)=O. The product is [CH2:15]([O:17][C:18]1[CH:19]=[C:20]([CH:21]2[C:7]([C:8]3[CH:13]=[CH:12][CH:11]=[CH:10][CH:9]=3)=[C:6]([C:2]3[O:1][CH:5]=[CH:4][CH:3]=3)[NH:33][C:31](=[O:32])[NH:30]2)[CH:23]=[C:24]([N+:27]([O-:29])=[O:28])[C:25]=1[OH:26])[CH3:16]. The yield is 0.0900.